Dataset: Full USPTO retrosynthesis dataset with 1.9M reactions from patents (1976-2016). Task: Predict the reactants needed to synthesize the given product. (1) Given the product [Br:10][C:6]1[CH:7]=[N:8][CH:9]=[C:2]([N:18]2[CH2:17][CH2:16][N:15]3[C:20](=[CH:21][C:22]4[CH2:23][C:12]([CH3:11])([CH3:25])[CH2:13][C:14]=43)[C:19]2=[O:24])[C:3]=1[CH:4]=[O:5], predict the reactants needed to synthesize it. The reactants are: Br[C:2]1[CH:9]=[N:8][CH:7]=[C:6]([Br:10])[C:3]=1[CH:4]=[O:5].[CH3:11][C:12]1([CH3:25])[CH2:23][C:22]2[CH:21]=[C:20]3[N:15]([CH2:16][CH2:17][NH:18][C:19]3=[O:24])[C:14]=2[CH2:13]1.C(=O)([O-])[O-].[Cs+].[Cs+].CC1(C)C2C(=C(P(C3C=CC=CC=3)C3C=CC=CC=3)C=CC=2)OC2C(P(C3C=CC=CC=3)C3C=CC=CC=3)=CC=CC1=2. (2) Given the product [O:25]1[CH2:30][CH2:29][CH2:28][CH2:27][CH:26]1[N:31]1[C:35]([C:36]2[S:37][CH:38]=[CH:39][CH:40]=2)=[CH:34][C:33]([N:6]([C:7]2[CH:11]=[C:10]([C:12]3[CH:17]=[CH:16][C:15]([CH3:18])=[CH:14][CH:13]=3)[N:9]([CH:19]3[CH2:24][CH2:23][CH2:22][CH2:21][O:20]3)[N:8]=2)[C:2](=[O:1])[C:3]([NH2:51])=[O:4])=[N:32]1, predict the reactants needed to synthesize it. The reactants are: [O:1]=[C:2]([NH:6][C:7]1[CH:11]=[C:10]([C:12]2[CH:17]=[CH:16][C:15]([CH3:18])=[CH:14][CH:13]=2)[N:9]([CH:19]2[CH2:24][CH2:23][CH2:22][CH2:21][O:20]2)[N:8]=1)[C:3](O)=[O:4].[O:25]1[CH2:30][CH2:29][CH2:28][CH2:27][CH:26]1[N:31]1[C:35]([C:36]2[S:37][CH:38]=[CH:39][CH:40]=2)=[CH:34][C:33](N)=[N:32]1.C1(C)C=CC(C2N(C3CCCCO3)[N:51]=C(N)C=2)=CC=1.COCCN(S(F)(F)F)CCOC. (3) The reactants are: [F:1][C:2]1[C:3](=[O:27])[N:4]2[C:8](=[C:9]([C:20]([NH:22][O:23][CH2:24][CH2:25][OH:26])=[O:21])[C:10]=1[NH:11][C:12]1[CH:17]=[CH:16][C:15](I)=[CH:14][C:13]=1[F:19])[CH2:7][CH2:6][CH2:5]2.[Si]([C:32]#[CH:33])(C)(C)C.C(N(CC)CC)C.C(=O)([O-])[O-].[K+].[K+]. Given the product [C:32]([C:15]1[CH:16]=[CH:17][C:12]([NH:11][C:10]2[C:9]([C:20]([NH:22][O:23][CH2:24][CH2:25][OH:26])=[O:21])=[C:8]3[N:4]([CH2:5][CH2:6][CH2:7]3)[C:3](=[O:27])[C:2]=2[F:1])=[C:13]([F:19])[CH:14]=1)#[CH:33], predict the reactants needed to synthesize it. (4) Given the product [Cl:1][C:2]1[CH:7]=[CH:6][C:5]([CH:8]2[CH2:13][CH2:12][N:11]([C@@H:14]3[CH2:19][CH2:18][CH2:17][C@@H:16]([C:20]([NH2:22])=[O:21])[CH2:15]3)[CH2:10][CH2:9]2)=[CH:4][C:3]=1[NH:23][C@@H:24]([C:26]1[CH:31]=[CH:30][C:29]([Cl:32])=[CH:28][C:27]=1[Cl:33])[CH3:25], predict the reactants needed to synthesize it. The reactants are: [Cl:1][C:2]1[CH:7]=[CH:6][C:5]([C:8]2[CH2:13][CH2:12][N:11]([CH:14]3[CH2:19][CH2:18][CH2:17][CH:16]([C:20]([NH2:22])=[O:21])[CH2:15]3)[CH2:10][CH:9]=2)=[CH:4][C:3]=1[NH:23][C@@H:24]([C:26]1[CH:31]=[CH:30][C:29]([Cl:32])=[CH:28][C:27]=1[Cl:33])[CH3:25]. (5) Given the product [CH3:1][C:2]1[O:6][C:5]([C:7]2[CH:12]=[CH:11][CH:10]=[CH:9][CH:8]=2)=[N:4][C:3]=1[CH2:13][O:14][C:15]1[CH:34]=[CH:33][C:18]([CH2:19][S:20][C:21]2[NH:25][N:24]=[C:23]([CH2:26][CH2:27][C:28]([OH:30])=[O:29])[N:22]=2)=[CH:17][CH:16]=1, predict the reactants needed to synthesize it. The reactants are: [CH3:1][C:2]1[O:6][C:5]([C:7]2[CH:12]=[CH:11][CH:10]=[CH:9][CH:8]=2)=[N:4][C:3]=1[CH2:13][O:14][C:15]1[CH:34]=[CH:33][C:18]([CH2:19][S:20][C:21]2[NH:25][N:24]=[C:23]([CH2:26][CH2:27][C:28]([O:30]CC)=[O:29])[N:22]=2)=[CH:17][CH:16]=1.[OH-].[Na+].O1CCCC1.Cl. (6) Given the product [CH3:1][C@@H:2]1[C@H:20]([OH:21])[C@@H:19]([CH3:22])[C:17](=[O:18])[C:16]([CH3:24])([CH3:23])[C@@H:15]([OH:25])[CH2:14][C:12](=[O:13])[O:11][C@H:10](/[C:26](/[CH3:35])=[CH:27]/[C:28]2[N:32]=[C:31]([CH2:33][NH2:51])[S:30][CH:29]=2)[CH2:9][C@@H:7]2[O:8][C@:6]2([CH3:36])[CH2:5][CH2:4][CH2:3]1, predict the reactants needed to synthesize it. The reactants are: [CH3:1][C@@H:2]1[C@H:20]([OH:21])[C@@H:19]([CH3:22])[C:17](=[O:18])[C:16]([CH3:24])([CH3:23])[C@@H:15]([OH:25])[CH2:14][C:12](=[O:13])[O:11][C@H:10](/[C:26](/[CH3:35])=[CH:27]/[C:28]2[N:32]=[C:31]([CH2:33]O)[S:30][CH:29]=2)[CH2:9][C@@H:7]2[O:8][C@:6]2([CH3:36])[CH2:5][CH2:4][CH2:3]1.C1(P([N:51]=[N+]=[N-])(C2C=CC=CC=2)=O)C=CC=CC=1.N12CCCN=C1CCCCC2.[NH4+].[Br-].[NH4+].[OH-].CP(C)C. (7) Given the product [CH3:19][O:18][C:15]1[CH:14]=[CH:13][C:12]([CH2:11][N:9]2[CH:10]=[C:6]([C:4](=[O:5])[CH3:21])[N:7]=[N:8]2)=[CH:17][CH:16]=1, predict the reactants needed to synthesize it. The reactants are: CON(C)[C:4]([C:6]1[N:7]=[N:8][N:9]([CH2:11][C:12]2[CH:17]=[CH:16][C:15]([O:18][CH3:19])=[CH:14][CH:13]=2)[CH:10]=1)=[O:5].[CH3:21][Mg]Br. (8) Given the product [CH:1]1([N:5]2[CH2:6][CH2:7][N:8]([C:11]3[CH:21]=[CH:20][C:14]([C:15]([NH:22][C:23]4[CH:24]=[C:25]([CH2:35][CH2:36][C:37]5[CH:42]=[C:41]([O:43][CH3:44])[CH:40]=[C:39]([O:45][CH3:46])[CH:38]=5)[NH:26][N:27]=4)=[O:16])=[CH:13][CH:12]=3)[CH2:9][CH2:10]2)[CH2:2][CH2:3][CH2:4]1, predict the reactants needed to synthesize it. The reactants are: [CH:1]1([N:5]2[CH2:10][CH2:9][N:8]([C:11]3[CH:21]=[CH:20][C:14]([C:15](OCC)=[O:16])=[CH:13][CH:12]=3)[CH2:7][CH2:6]2)[CH2:4][CH2:3][CH2:2]1.[NH2:22][C:23]1[N:27](C(OC(C)(C)C)=O)[N:26]=[C:25]([CH2:35][CH2:36][C:37]2[CH:42]=[C:41]([O:43][CH3:44])[CH:40]=[C:39]([O:45][CH3:46])[CH:38]=2)[CH:24]=1.C[Si]([N-][Si](C)(C)C)(C)C.[Na+]. (9) Given the product [CH3:11][N:12]([CH3:16])[CH2:13][CH2:14][NH:15][C:8]([C:6]1[CH:5]=[CH:4][CH:3]=[C:2]([Br:1])[N:7]=1)=[O:10], predict the reactants needed to synthesize it. The reactants are: [Br:1][C:2]1[N:7]=[C:6]([C:8]([OH:10])=O)[CH:5]=[CH:4][CH:3]=1.[CH3:11][N:12]([CH3:16])[CH2:13][CH2:14][NH2:15]. (10) Given the product [OH:25][CH2:24][CH2:23][O:1][C:2]1[CH:3]=[C:4]([N+:13]([O-:15])=[O:14])[C:5]([CH3:12])=[C:6]([CH:11]=1)[C:7]([O:9][CH3:10])=[O:8], predict the reactants needed to synthesize it. The reactants are: [OH:1][C:2]1[CH:3]=[C:4]([N+:13]([O-:15])=[O:14])[C:5]([CH3:12])=[C:6]([CH:11]=1)[C:7]([O:9][CH3:10])=[O:8].C(=O)([O-])[O-].[Cs+].[Cs+].Br[CH2:23][CH2:24][OH:25].C(OCC)(=O)C.